This data is from Forward reaction prediction with 1.9M reactions from USPTO patents (1976-2016). The task is: Predict the product of the given reaction. (1) Given the reactants [CH3:1][C:2]1[CH:3]=[CH:4][C:5]([N+:11]([O-:13])=[O:12])=[C:6]([CH:10]=1)[C:7]([OH:9])=[O:8].[C:14](=O)([O-])[O-].[K+].[K+].CI.Cl, predict the reaction product. The product is: [CH3:14][O:8][C:7](=[O:9])[C:6]1[CH:10]=[C:2]([CH3:1])[CH:3]=[CH:4][C:5]=1[N+:11]([O-:13])=[O:12]. (2) Given the reactants C(OC([N:11]1[C:19]2[C:14](=[CH:15][C:16]([N:20]3[CH2:24][C@H:23]([CH2:25][NH:26][C:27](=[O:29])[CH3:28])[O:22][C:21]3=[O:30])=[CH:17][CH:18]=2)[CH2:13][CH:12]1[CH2:31][O:32][Si:33]([C:36]([CH3:39])([CH3:38])[CH3:37])([CH3:35])[CH3:34])=O)C1C=CC=CC=1, predict the reaction product. The product is: [Si:33]([O:32][CH2:31][CH:12]1[CH2:13][C:14]2[C:19](=[CH:18][CH:17]=[C:16]([N:20]3[CH2:24][C@H:23]([CH2:25][NH:26][C:27](=[O:29])[CH3:28])[O:22][C:21]3=[O:30])[CH:15]=2)[NH:11]1)([C:36]([CH3:39])([CH3:37])[CH3:38])([CH3:34])[CH3:35]. (3) Given the reactants Cl[C:2]1[N:7]=[C:6]([N:8]2[CH2:12][CH2:11][C@:10]([CH:15]3[CH2:17][CH2:16]3)([C:13]#[N:14])[C:9]2=[O:18])[CH:5]=[CH:4][N:3]=1.[NH2:19][C:20]1[CH:21]=[N:22][N:23]([CH:25]2[CH2:28][N:27]([C:29]([O:31][C:32]([CH3:35])([CH3:34])[CH3:33])=[O:30])[CH2:26]2)[CH:24]=1.C(=O)([O-])[O-].[Cs+].[Cs+].C1(P(C2C=CC=CC=2)C2C=CC3C(=CC=CC=3)C=2C2C3C(=CC=CC=3)C=CC=2P(C2C=CC=CC=2)C2C=CC=CC=2)C=CC=CC=1, predict the reaction product. The product is: [C:13]([C@@:10]1([CH:15]2[CH2:17][CH2:16]2)[CH2:11][CH2:12][N:8]([C:6]2[CH:5]=[CH:4][N:3]=[C:2]([NH:19][C:20]3[CH:21]=[N:22][N:23]([CH:25]4[CH2:28][N:27]([C:29]([O:31][C:32]([CH3:35])([CH3:34])[CH3:33])=[O:30])[CH2:26]4)[CH:24]=3)[N:7]=2)[C:9]1=[O:18])#[N:14].